Dataset: Full USPTO retrosynthesis dataset with 1.9M reactions from patents (1976-2016). Task: Predict the reactants needed to synthesize the given product. The reactants are: [CH:1]([C@@H:14]1[CH2:20][C@@H:19]2[C@@H:17]([O:18]2)[CH2:16][O:15]1)([C:8]1[CH:13]=[CH:12][CH:11]=[CH:10][CH:9]=1)[C:2]1[CH:7]=[CH:6][CH:5]=[CH:4][CH:3]=1.[H-].[H-].[H-].[H-].[Li+].[Al+3]. Given the product [CH:1]([C@H:14]1[O:15][CH2:16][C@H:17]([OH:18])[CH2:19][CH2:20]1)([C:8]1[CH:13]=[CH:12][CH:11]=[CH:10][CH:9]=1)[C:2]1[CH:3]=[CH:4][CH:5]=[CH:6][CH:7]=1, predict the reactants needed to synthesize it.